From a dataset of Peptide-MHC class I binding affinity with 185,985 pairs from IEDB/IMGT. Regression. Given a peptide amino acid sequence and an MHC pseudo amino acid sequence, predict their binding affinity value. This is MHC class I binding data. (1) The peptide sequence is MVLSGTLAY. The MHC is HLA-B15:42 with pseudo-sequence HLA-B15:42. The binding affinity (normalized) is 0.213. (2) The peptide sequence is ANFSVIFDR. The MHC is HLA-A03:01 with pseudo-sequence HLA-A03:01. The binding affinity (normalized) is 0.180. (3) The peptide sequence is VELPNSLEEL. The MHC is HLA-B40:01 with pseudo-sequence HLA-B40:01. The binding affinity (normalized) is 0.688. (4) The peptide sequence is DIITYNGCK. The MHC is HLA-A68:01 with pseudo-sequence HLA-A68:01. The binding affinity (normalized) is 0.861. (5) The peptide sequence is ELVNQIIEQL. The binding affinity (normalized) is 0. The MHC is HLA-B18:01 with pseudo-sequence HLA-B18:01. (6) The peptide sequence is FLMRNAIQY. The MHC is HLA-A26:03 with pseudo-sequence HLA-A26:03. The binding affinity (normalized) is 0.0847.